From a dataset of Reaction yield outcomes from USPTO patents with 853,638 reactions. Predict the reaction yield, written as a fraction of the theoretical maximum amount of product (1.0 means a 100% yield; for example, 0.34 means a 34% yield). The reactants are [CH:1]1[C:10]2[C:5](=[CH:6][CH:7]=[CH:8][CH:9]=2)[CH:4]=[CH:3][C:2]=1[CH2:11][C:12](Cl)=[O:13].C(N(CC)CC)C.[C:22]1([SH:28])[CH:27]=[CH:26][CH:25]=[CH:24][CH:23]=1.CCCC(C)C.C(OCC)(=O)C. The catalyst is C1(C)C=CC=CC=1. The product is [CH:1]1[C:10]2[C:5](=[CH:6][CH:7]=[CH:8][CH:9]=2)[CH:4]=[CH:3][C:2]=1[CH2:11][C:12](=[O:13])[S:28][C:22]1[CH:27]=[CH:26][CH:25]=[CH:24][CH:23]=1. The yield is 0.900.